Regression/Classification. Given a drug SMILES string, predict its absorption, distribution, metabolism, or excretion properties. Task type varies by dataset: regression for continuous measurements (e.g., permeability, clearance, half-life) or binary classification for categorical outcomes (e.g., BBB penetration, CYP inhibition). For this dataset (solubility_aqsoldb), we predict Y. From a dataset of Aqueous solubility values for 9,982 compounds from the AqSolDB database. (1) The compound is CCC(C)(C)c1ccc(O)cc1. The Y is -2.99 log mol/L. (2) The compound is O=C(O)c1cc(C(=O)O)c(C(=O)O)cc1C(=O)O.c1ccc(C2=NCCN2)cc1.c1ccc(C2=NCCN2)cc1. The Y is -1.96 log mol/L. (3) The compound is CCCCCCCCCCCCCC[N+](C)(C)C.CCCCCCCCCCCCCC[N+](C)(C)C.O=C([O-])C(=O)[O-]. The Y is -2.90 log mol/L. (4) The drug is O=C(O)c1cccc2cccc([N+](=O)[O-])c12. The Y is -2.75 log mol/L.